Dataset: Full USPTO retrosynthesis dataset with 1.9M reactions from patents (1976-2016). Task: Predict the reactants needed to synthesize the given product. (1) Given the product [F:1][C:2]1[CH:7]=[C:6]([I:8])[CH:5]=[CH:4][C:3]=1[NH:9][C:10]1[CH:18]=[N:17][CH:16]=[CH:15][C:11]=1[C:12]([NH:24][CH2:23][CH2:22][CH2:21][CH2:20][OH:19])=[O:14], predict the reactants needed to synthesize it. The reactants are: [F:1][C:2]1[CH:7]=[C:6]([I:8])[CH:5]=[CH:4][C:3]=1[NH:9][C:10]1[CH:18]=[N:17][CH:16]=[CH:15][C:11]=1[C:12]([OH:14])=O.[OH:19][CH2:20][CH2:21][CH2:22][CH2:23][NH2:24]. (2) Given the product [F:1][C:2]1[CH:30]=[CH:29][C:5]([CH2:6][N:7]2[C:12](=[O:13])[C:11]3[C:14]([O:23][CH3:24])=[C:15]4[C:20](=[O:21])[N:19]([CH3:22])[CH2:18][CH2:17][N:16]4[C:10]=3[C:9]([CH2:25][OH:26])=[N:8]2)=[CH:4][CH:3]=1, predict the reactants needed to synthesize it. The reactants are: [F:1][C:2]1[CH:30]=[CH:29][C:5]([CH2:6][N:7]2[C:12](=[O:13])[C:11]3[C:14]([O:23][CH3:24])=[C:15]4[C:20](=[O:21])[N:19]([CH3:22])[CH2:18][CH2:17][N:16]4[C:10]=3[C:9]([C:25](OC)=[O:26])=[N:8]2)=[CH:4][CH:3]=1.[BH4-].[Na+].